Task: Predict which catalyst facilitates the given reaction.. Dataset: Catalyst prediction with 721,799 reactions and 888 catalyst types from USPTO Product: [CH2:1]([NH:4][C:5]1[CH:14]=[CH:13][C:12]2[C:7](=[CH:8][CH:9]=[CH:10][CH:11]=2)[C:6]=1[C:15]1[C:24]2[C:19](=[CH:20][CH:21]=[CH:22][CH:23]=2)[CH:18]=[CH:17][C:16]=1[P:25]([C:27]1[CH:32]=[CH:31][CH:30]=[CH:29][CH:28]=1)[C:33]1[CH:34]=[CH:35][CH:36]=[CH:37][CH:38]=1)[CH3:2]. The catalyst class is: 7. Reactant: [C:1]([NH:4][C:5]1[CH:14]=[CH:13][C:12]2[C:7](=[CH:8][CH:9]=[CH:10][CH:11]=2)[C:6]=1[C:15]1[C:24]2[C:19](=[CH:20][CH:21]=[CH:22][CH:23]=2)[CH:18]=[CH:17][C:16]=1[P:25]([C:33]1[CH:38]=[CH:37][CH:36]=[CH:35][CH:34]=1)([C:27]1[CH:32]=[CH:31][CH:30]=[CH:29][CH:28]=1)=O)(=O)[CH3:2].